From a dataset of Full USPTO retrosynthesis dataset with 1.9M reactions from patents (1976-2016). Predict the reactants needed to synthesize the given product. (1) Given the product [CH2:2]([O:4][C:5]([C:7]1[C:8]2[S:16][CH:15]=[C:14]([CH2:17][O:18][C:19]3[CH:24]=[CH:23][CH:22]=[C:21]([O:25][C:26]4[CH:31]=[CH:30][CH:29]=[CH:28][CH:27]=4)[CH:20]=3)[C:9]=2[C:10]([NH2:1])=[N:11][CH:12]=1)=[O:6])[CH3:3], predict the reactants needed to synthesize it. The reactants are: [NH3:1].[CH2:2]([O:4][C:5]([C:7]1[C:8]2[S:16][CH:15]=[C:14]([CH2:17][O:18][C:19]3[CH:24]=[CH:23][CH:22]=[C:21]([O:25][C:26]4[CH:31]=[CH:30][CH:29]=[CH:28][CH:27]=4)[CH:20]=3)[C:9]=2[C:10](Cl)=[N:11][CH:12]=1)=[O:6])[CH3:3]. (2) Given the product [CH2:29]([NH:31][C:32]([N:20]1[CH2:21][CH2:22][C:16]2[C:15]([N:23]3[CH2:24][CH2:25][O:26][CH2:27][CH2:28]3)=[N:14][C:13]([C:10]3[CH:9]=[CH:8][C:7]([NH:6][C:4]([NH:3][CH2:1][CH3:2])=[O:5])=[CH:12][CH:11]=3)=[N:18][C:17]=2[CH2:19]1)=[O:33])[CH3:30], predict the reactants needed to synthesize it. The reactants are: [CH2:1]([NH:3][C:4]([NH:6][C:7]1[CH:12]=[CH:11][C:10]([C:13]2[N:14]=[C:15]([N:23]3[CH2:28][CH2:27][O:26][CH2:25][CH2:24]3)[C:16]3[CH2:22][CH2:21][NH:20][CH2:19][C:17]=3[N:18]=2)=[CH:9][CH:8]=1)=[O:5])[CH3:2].[CH2:29]([N:31]=[C:32]=[O:33])[CH3:30]. (3) Given the product [F:39][C:35]([CH3:38])([CH2:36][OH:37])[CH2:34][N:25]1[C:26]([C:27]2[CH:32]=[CH:31][C:30]([F:33])=[CH:29][CH:28]=2)=[C:22]([C:9]2[CH:10]=[CH:11][C:12]3[O:17][CH2:16][C:15](=[O:18])[NH:14][C:13]=3[CH:19]=2)[C:23]([CH3:40])=[N:24]1, predict the reactants needed to synthesize it. The reactants are: CC1(C)C(C)(C)OB([C:9]2[CH:10]=[CH:11][C:12]3[O:17][CH2:16][C:15](=[O:18])[NH:14][C:13]=3[CH:19]=2)O1.Br[C:22]1[C:23]([CH3:40])=[N:24][N:25]([CH2:34][C:35]([F:39])([CH3:38])[CH2:36][OH:37])[C:26]=1[C:27]1[CH:32]=[CH:31][C:30]([F:33])=[CH:29][CH:28]=1.CC(C1C=C(C(C)C)C(C2C=CC=CC=2P(C2CCCCC2)C2CCCCC2)=C(C(C)C)C=1)C.C(=O)([O-])[O-].[Cs+].[Cs+]. (4) Given the product [C:1]([O:5][C:6]([N:8]([C@H:16]1[CH2:24][CH2:23][CH2:22][C@H:21]([OH:25])[C@@H:20]([OH:33])[C@H:19]([CH3:41])[O:18][C:17]1=[O:42])[C:9](=[O:15])[O:10][C:11]([CH3:14])([CH3:13])[CH3:12])=[O:7])([CH3:2])([CH3:3])[CH3:4], predict the reactants needed to synthesize it. The reactants are: [C:1]([O:5][C:6]([N:8]([C@H:16]1[CH2:24][CH2:23][CH2:22][C@H:21]([O:25]CC2C=CC=CC=2)[C@@H:20]([O:33]CC2C=CC=CC=2)[C@H:19]([CH3:41])[O:18][C:17]1=[O:42])[C:9](=[O:15])[O:10][C:11]([CH3:14])([CH3:13])[CH3:12])=[O:7])([CH3:4])([CH3:3])[CH3:2]. (5) The reactants are: [C:1]([C:3]1[CH:4]=[C:5]([S:10]([N:13]([CH2:19][C:20]2[CH:25]=[CH:24][C:23]([O:26][CH3:27])=[CH:22][C:21]=2[O:28][CH3:29])[C:14]2[S:18][N:17]=[CH:16][N:15]=2)(=[O:12])=[O:11])[CH:6]=[CH:7][C:8]=1F)#[N:2].[N:30]1[CH:35]=[CH:34][C:33]([C:36]2[CH:37]=[C:38]([C:43]3[CH:48]=[CH:47][CH:46]=[C:45]([C:49]([F:52])([F:51])[F:50])[CH:44]=3)[CH:39]=[CH:40][C:41]=2[OH:42])=[CH:32][N:31]=1.C(=O)([O-])[O-].[K+].[K+]. Given the product [C:1]([C:3]1[CH:4]=[C:5]([S:10]([N:13]([CH2:19][C:20]2[CH:25]=[CH:24][C:23]([O:26][CH3:27])=[CH:22][C:21]=2[O:28][CH3:29])[C:14]2[S:18][N:17]=[CH:16][N:15]=2)(=[O:11])=[O:12])[CH:6]=[CH:7][C:8]=1[O:42][C:41]1[CH:40]=[CH:39][C:38]([C:43]2[CH:48]=[CH:47][CH:46]=[C:45]([C:49]([F:50])([F:51])[F:52])[CH:44]=2)=[CH:37][C:36]=1[C:33]1[CH:34]=[CH:35][N:30]=[N:31][CH:32]=1)#[N:2], predict the reactants needed to synthesize it.